Dataset: Full USPTO retrosynthesis dataset with 1.9M reactions from patents (1976-2016). Task: Predict the reactants needed to synthesize the given product. (1) Given the product [CH3:32][N:31]1[C:30]([C:33](=[O:34])[CH2:1][CH3:2])=[CH:29][C:28]([CH3:39])=[C:27]1[C:21]1[CH:22]=[CH:23][C:24]([O:25][CH3:26])=[C:19]([C:16]2[CH:17]=[CH:18][C:13]([S:10]([NH2:9])(=[O:11])=[O:12])=[CH:14][CH:15]=2)[CH:20]=1, predict the reactants needed to synthesize it. The reactants are: [CH2:1]([Mg]Br)[CH3:2].CN(C=[N:9][S:10]([C:13]1[CH:18]=[CH:17][C:16]([C:19]2[C:24]([O:25][CH3:26])=[CH:23][CH:22]=[C:21]([C:27]3[N:31]([CH3:32])[C:30]([C:33](N(OC)C)=[O:34])=[CH:29][C:28]=3[CH3:39])[CH:20]=2)=[CH:15][CH:14]=1)(=[O:12])=[O:11])C. (2) Given the product [C:1]([O:6][CH2:7][C:8]1[CH:9]=[CH:10][CH:11]=[CH:12][CH:13]=1)(=[O:5])[C:2]([CH3:4])=[CH2:3].[C:14]([OH:19])(=[O:18])[C:15]([CH3:17])=[CH2:16].[C:14]([O:19][CH2:20][CH2:21][OH:22])(=[O:18])[C:15]([CH3:17])=[CH2:16], predict the reactants needed to synthesize it. The reactants are: [C:1]([O:6][CH2:7][C:8]1[CH:13]=[CH:12][CH:11]=[CH:10][CH:9]=1)(=[O:5])[C:2]([CH3:4])=[CH2:3].[C:14]([O:19][CH2:20][CH2:21][OH:22])(=[O:18])[C:15]([CH3:17])=[CH2:16].C(O)(=O)C(C)=C.COC1C=CC(O)=CC=1. (3) Given the product [OH:7][CH:4]([CH2:5][OH:6])[CH2:3][N:2]([CH3:1])[C:22]([C:21]1[CH:25]=[CH:26][N:27]=[CH:28][C:20]=1[NH:19][C:17]([C:15]1[C:14]([NH:29][C:30]2[CH:31]=[N:32][CH:33]=[N:34][CH:35]=2)=[CH:13][CH:12]=[C:11]([CH:8]2[CH2:9][CH2:10]2)[N:16]=1)=[O:18])=[O:24], predict the reactants needed to synthesize it. The reactants are: [CH3:1][NH:2][CH2:3][CH:4]([OH:7])[CH2:5][OH:6].[CH:8]1([C:11]2[N:16]=[C:15]([C:17]([NH:19][C:20]3[CH:28]=[N:27][CH:26]=[CH:25][C:21]=3[C:22]([OH:24])=O)=[O:18])[C:14]([NH:29][C:30]3[CH:31]=[N:32][CH:33]=[N:34][CH:35]=3)=[CH:13][CH:12]=2)[CH2:10][CH2:9]1.